Dataset: Full USPTO retrosynthesis dataset with 1.9M reactions from patents (1976-2016). Task: Predict the reactants needed to synthesize the given product. (1) Given the product [CH2:63]([O:70][C:71](=[O:79])[CH2:72][C@@H:73]([NH:78][C:39](=[O:40])[CH2:38][CH2:37][CH2:36][CH2:35][CH2:34][CH2:33][CH2:32][CH2:31][S:28]([C:22]1[CH:23]=[CH:24][CH:25]=[CH:26][CH:27]=1)(=[O:29])=[O:30])[CH2:74][N:75]([CH3:76])[CH3:77])[C:64]1[CH:69]=[CH:68][CH:67]=[CH:66][CH:65]=1, predict the reactants needed to synthesize it. The reactants are: [Na+].C1(S([O-])=O)C=CC=CC=1.BrCCCCCCCCCO.[C:22]1([S:28]([CH2:31][CH2:32][CH2:33][CH2:34][CH2:35][CH2:36][CH2:37][CH2:38][CH2:39][OH:40])(=[O:30])=[O:29])[CH:27]=[CH:26][CH:25]=[CH:24][CH:23]=1.C1(S(CCCCCCCCC(O)=O)(=O)=O)C=CC=CC=1.Cl.Cl.[CH2:63]([O:70][C:71](=[O:79])[CH2:72][C@@H:73]([NH2:78])[CH2:74][N:75]([CH3:77])[CH3:76])[C:64]1[CH:69]=[CH:68][CH:67]=[CH:66][CH:65]=1. (2) Given the product [Br:1][C:2]1[CH:9]=[CH:8][C:5]([CH2:6][N:15]2[CH2:14][CH2:13][N:12]([C:17]([O:19][CH2:20][C:21]3[CH:26]=[CH:25][CH:24]=[CH:23][CH:22]=3)=[O:18])[C@@H:11]([CH3:10])[CH2:16]2)=[CH:4][CH:3]=1, predict the reactants needed to synthesize it. The reactants are: [Br:1][C:2]1[CH:9]=[CH:8][C:5]([CH:6]=O)=[CH:4][CH:3]=1.[CH3:10][C@H:11]1[CH2:16][NH:15][CH2:14][CH2:13][N:12]1[C:17]([O:19][CH2:20][C:21]1[CH:26]=[CH:25][CH:24]=[CH:23][CH:22]=1)=[O:18].C(O[BH-](OC(=O)C)OC(=O)C)(=O)C.[Na+].C([O-])(O)=O.[Na+]. (3) Given the product [Br:7][C:8]1[N:13]=[C:12](/[CH:14]=[C:18](\[C:16]#[N:17])/[C:19]([NH:21][CH:22]([C:26]2[CH:27]=[CH:28][C:29]([O:32][CH2:33][O:34][CH3:35])=[CH:30][CH:31]=2)[CH2:23][CH2:24][CH3:25])=[O:20])[CH:11]=[CH:10][CH:9]=1, predict the reactants needed to synthesize it. The reactants are: NCCC(O)=O.[Br:7][C:8]1[N:13]=[C:12]([CH:14]=O)[CH:11]=[CH:10][CH:9]=1.[C:16]([CH2:18][C:19]([NH:21][CH:22]([C:26]1[CH:31]=[CH:30][C:29]([O:32][CH2:33][O:34][CH3:35])=[CH:28][CH:27]=1)[CH2:23][CH2:24][CH3:25])=[O:20])#[N:17]. (4) The reactants are: [CH3:1][C:2]1[N:3]=[CH:4][CH:5]=[C:6]2[C:11]=1[C:10](=[O:12])[N:9]([CH3:13])[C:8]1[CH:14]=[C:15]([O:18][CH2:19][C@@H:20]([NH:25]C(=O)OC(C)(C)C)[CH2:21][CH:22]([CH3:24])[CH3:23])[CH:16]=[CH:17][C:7]2=1.Cl. Given the product [NH2:25][C@@H:20]([CH2:21][CH:22]([CH3:24])[CH3:23])[CH2:19][O:18][C:15]1[CH:16]=[CH:17][C:7]2[C:6]3[C:11](=[C:2]([CH3:1])[N:3]=[CH:4][CH:5]=3)[C:10](=[O:12])[N:9]([CH3:13])[C:8]=2[CH:14]=1, predict the reactants needed to synthesize it. (5) Given the product [C:39]([N:38]=[C:37]([N:22]1[CH2:23][CH2:24][CH2:25][C@H:20]([CH2:19][N:18]2[C:17]3[CH:26]=[CH:27][CH:28]=[CH:29][C:16]=3[N:15]=[C:14]2[CH2:13][N:2]([CH3:1])[C@@H:3]2[C:12]3[N:11]=[CH:10][CH:9]=[CH:8][C:7]=3[CH2:6][CH2:5][CH2:4]2)[CH2:21]1)[O:36][C:33]1[CH:34]=[CH:35][CH:30]=[CH:31][CH:32]=1)#[N:40], predict the reactants needed to synthesize it. The reactants are: [CH3:1][N:2]([CH2:13][C:14]1[N:18]([CH2:19][C@H:20]2[CH2:25][CH2:24][CH2:23][NH:22][CH2:21]2)[C:17]2[CH:26]=[CH:27][CH:28]=[CH:29][C:16]=2[N:15]=1)[C@@H:3]1[C:12]2[N:11]=[CH:10][CH:9]=[CH:8][C:7]=2[CH2:6][CH2:5][CH2:4]1.[CH:30]1[CH:35]=[CH:34][C:33]([O:36][C:37](OC2C=CC=CC=2)=[N:38][C:39]#[N:40])=[CH:32][CH:31]=1. (6) Given the product [CH2:1]([O:3][C:4](=[O:20])[C:5]([NH:16][C:17](=[O:19])[CH3:18])([CH2:11][C:12]1[CH:13]=[N:28][C:21]2[C:22](=[CH:23][CH:24]=[CH:25][CH:26]=2)[N:27]=1)[C:6]([O:8][CH2:9][CH3:10])=[O:7])[CH3:2], predict the reactants needed to synthesize it. The reactants are: [CH2:1]([O:3][C:4](=[O:20])[C:5]([NH:16][C:17](=[O:19])[CH3:18])([CH2:11][C:12](=O)[CH2:13]Br)[C:6]([O:8][CH2:9][CH3:10])=[O:7])[CH3:2].[C:21]1([NH2:28])[CH:26]=[CH:25][CH:24]=[CH:23][C:22]=1[NH2:27]. (7) Given the product [O:1]([CH2:8][CH2:9][C@H:10]1[NH:11][CH2:12][CH2:13][N:14]([C:16]([O:18][CH2:19][C:20]2[CH:21]=[CH:22][CH:23]=[CH:24][CH:25]=2)=[O:17])[CH2:15]1)[C:2]1[CH:3]=[CH:4][CH:5]=[CH:6][CH:7]=1, predict the reactants needed to synthesize it. The reactants are: [O:1]([CH2:8][CH2:9][C@@H:10]1[CH2:15][N:14]([C:16]([O:18][CH2:19][C:20]2[CH:25]=[CH:24][CH:23]=[CH:22][CH:21]=2)=[O:17])[CH2:13][CH2:12][N:11]1C(OC(C)(C)C)=O)[C:2]1[CH:7]=[CH:6][CH:5]=[CH:4][CH:3]=1.C(O)(C(F)(F)F)=O.C(=O)([O-])O.[Na+].C(=O)([O-])[O-].[K+].[K+]. (8) Given the product [Cl:14][C:4]1[CH:5]=[C:6]([C@H:8]([OH:12])[CH:9]([F:11])[F:10])[CH:7]=[C:2]([Cl:1])[C:3]=1[NH:15][C:16]1[C:25]2[CH:26]=[CH:27][NH:28][C:29](=[O:30])[C:24]=2[C:23]2[C:18](=[CH:19][CH:20]=[N:21][CH:22]=2)[N:17]=1, predict the reactants needed to synthesize it. The reactants are: [Cl:1][C:2]1[CH:7]=[C:6]([C:8](O)([OH:12])[CH:9]([F:11])[F:10])[CH:5]=[C:4]([Cl:14])[C:3]=1[NH:15][C:16]1[C:25]2[CH:26]=[CH:27][NH:28][C:29](=[O:30])[C:24]=2[C:23]2[C:18](=[CH:19][CH:20]=[N:21][CH:22]=2)[N:17]=1.ClC1C=C(C(O)(OC)C(F)F)C=C(Cl)C=1NC1C2C=CNC(=O)C=2C2C(=CC=NC=2)N=1.[BH4-].[Na+].